This data is from Full USPTO retrosynthesis dataset with 1.9M reactions from patents (1976-2016). The task is: Predict the reactants needed to synthesize the given product. (1) The reactants are: [F:1][C:2]1([C:6]2[C:7]([O:15][C@@H:16]([CH3:21])[C:17]([F:20])([F:19])[F:18])=[CH:8][C:9]([C:12](O)=[O:13])=[N:10][CH:11]=2)[CH2:5][O:4][CH2:3]1.[NH2:22][C@@H:23]([C:28]([CH3:31])([CH3:30])[CH3:29])[C:24]([NH:26][CH3:27])=[O:25]. Given the product [CH3:29][C:28]([CH3:31])([CH3:30])[C@H:23]([NH:22][C:12]([C:9]1[CH:8]=[C:7]([O:15][C@@H:16]([CH3:21])[C:17]([F:19])([F:20])[F:18])[C:6]([C:2]2([F:1])[CH2:5][O:4][CH2:3]2)=[CH:11][N:10]=1)=[O:13])[C:24]([NH:26][CH3:27])=[O:25], predict the reactants needed to synthesize it. (2) Given the product [CH2:23]([O:8][C:6]1[N:7]=[C:2]([CH3:1])[N:3]=[C:4]([N:12]2[CH2:18][CH2:17][C:16]3[S:19][C:20]([CH3:22])=[N:21][C:15]=3[CH2:14][CH2:13]2)[C:5]=1[N+:9]([O-:11])=[O:10])[CH3:24], predict the reactants needed to synthesize it. The reactants are: [CH3:1][C:2]1[NH:7][C:6](=[O:8])[C:5]([N+:9]([O-:11])=[O:10])=[C:4]([N:12]2[CH2:18][CH2:17][C:16]3[S:19][C:20]([CH3:22])=[N:21][C:15]=3[CH2:14][CH2:13]2)[N:3]=1.[CH2:23](I)[CH3:24].C(=O)([O-])[O-].[K+].[K+]. (3) Given the product [CH2:43]([O:50][CH:51]1[CH:56]([O:57][CH2:58][C:59]2[CH:64]=[CH:63][CH:62]=[CH:61][CH:60]=2)[CH:55]([O:65][CH2:66][C:67]2[CH:68]=[CH:69][CH:70]=[CH:71][CH:72]=2)[CH:54]([CH2:73][O:74][CH2:75][C:76]2[CH:77]=[CH:78][CH:79]=[CH:80][CH:81]=2)[O:53][C:52]1([C:2]1[CH:6]=[C:5]([CH2:7][C:8]2[CH:13]=[CH:12][C:11]([CH2:14][CH3:15])=[CH:10][CH:9]=2)[S:4][C:3]=1[CH2:16][CH2:17][O:18][C:19]([C:32]1[CH:37]=[CH:36][CH:35]=[CH:34][CH:33]=1)([C:26]1[CH:31]=[CH:30][CH:29]=[CH:28][CH:27]=1)[C:20]1[CH:25]=[CH:24][CH:23]=[CH:22][CH:21]=1)[OH:82])[C:44]1[CH:49]=[CH:48][CH:47]=[CH:46][CH:45]=1, predict the reactants needed to synthesize it. The reactants are: Br[C:2]1[CH:6]=[C:5]([CH2:7][C:8]2[CH:13]=[CH:12][C:11]([CH2:14][CH3:15])=[CH:10][CH:9]=2)[S:4][C:3]=1[CH2:16][CH2:17][O:18][C:19]([C:32]1[CH:37]=[CH:36][CH:35]=[CH:34][CH:33]=1)([C:26]1[CH:31]=[CH:30][CH:29]=[CH:28][CH:27]=1)[C:20]1[CH:25]=[CH:24][CH:23]=[CH:22][CH:21]=1.C([Li])CCC.[CH2:43]([O:50][CH:51]1[CH:56]([O:57][CH2:58][C:59]2[CH:64]=[CH:63][CH:62]=[CH:61][CH:60]=2)[CH:55]([O:65][CH2:66][C:67]2[CH:72]=[CH:71][CH:70]=[CH:69][CH:68]=2)[CH:54]([CH2:73][O:74][CH2:75][C:76]2[CH:81]=[CH:80][CH:79]=[CH:78][CH:77]=2)[O:53][C:52]1=[O:82])[C:44]1[CH:49]=[CH:48][CH:47]=[CH:46][CH:45]=1.[Cl-].[NH4+]. (4) Given the product [C:2]([CH:5]1[CH2:10][CH2:9][N:8]([C:19]([O:21][CH2:22][C:23]2[CH:28]=[CH:27][CH:26]=[CH:25][CH:24]=2)=[O:20])[CH2:7][CH2:6]1)(=[O:4])[CH3:3], predict the reactants needed to synthesize it. The reactants are: Cl.[C:2]([CH:5]1[CH2:10][CH2:9][NH:8][CH2:7][CH2:6]1)(=[O:4])[CH3:3].CCN(CC)CC.Cl[C:19]([O:21][CH2:22][C:23]1[CH:28]=[CH:27][CH:26]=[CH:25][CH:24]=1)=[O:20].